From a dataset of Forward reaction prediction with 1.9M reactions from USPTO patents (1976-2016). Predict the product of the given reaction. (1) Given the reactants [C:1]([C:4]1([C:7]2[CH:43]=[CH:42][CH:41]=[CH:40][C:8]=2[CH2:9][CH2:10][C:11]2[C:16]([C:17]([F:20])([F:19])[F:18])=[CH:15][N:14]=[C:13]([NH:21][C:22]3[CH:23]=[N:24][N:25]([CH:27]4[CH2:32][CH2:31][N:30](C(OC(C)(C)C)=O)[CH2:29][CH2:28]4)[CH:26]=3)[N:12]=2)[CH2:6][CH2:5]1)(=[O:3])[NH2:2].C(O)(C(F)(F)F)=O, predict the reaction product. The product is: [NH:30]1[CH2:29][CH2:28][CH:27]([N:25]2[CH:26]=[C:22]([NH:21][C:13]3[N:12]=[C:11]([CH2:10][CH2:9][C:8]4[CH:40]=[CH:41][CH:42]=[CH:43][C:7]=4[C:4]4([C:1]([NH2:2])=[O:3])[CH2:5][CH2:6]4)[C:16]([C:17]([F:18])([F:20])[F:19])=[CH:15][N:14]=3)[CH:23]=[N:24]2)[CH2:32][CH2:31]1. (2) The product is: [CH2:12]([O:6][C:5](=[O:7])[C:4]1[CH:8]=[CH:9][C:10]([I:11])=[C:2]([OH:1])[CH:3]=1)[CH3:13]. Given the reactants [OH:1][C:2]1[CH:3]=[C:4]([CH:8]=[CH:9][C:10]=1[I:11])[C:5]([OH:7])=[O:6].[CH2:12](O)[CH3:13], predict the reaction product. (3) Given the reactants [OH:1][C:2]([C:8]1[CH:13]=[CH:12][CH:11]=[C:10]([C:14]([F:17])([F:16])[F:15])[CH:9]=1)([CH3:7])[C:3]([O:5]C)=O.F[C:19]1[C:28]([N+:29]([O-])=O)=[CH:27][C:22]([C:23]([O:25][CH3:26])=[O:24])=[C:21]([C:32](F)(F)F)[CH:20]=1, predict the reaction product. The product is: [CH3:7][C:2]1([C:8]2[CH:13]=[CH:12][CH:11]=[C:10]([C:14]([F:17])([F:16])[F:15])[CH:9]=2)[C:3](=[O:5])[NH:29][C:28]2[CH:27]=[C:22]([C:23]([O:25][CH3:26])=[O:24])[C:21]([CH3:32])=[CH:20][C:19]=2[O:1]1. (4) Given the reactants C([C:3]1[C:11]2[C:6](=[CH:7][CH:8]=[C:9]([C:12]#[N:13])[CH:10]=2)[N:5]([S:14]([C:17]2[CH:22]=[CH:21][C:20]([CH3:23])=[CH:19][CH:18]=2)(=[O:16])=[O:15])[CH:4]=1)=O.[C:24]1([CH:29]2CNCC2)[CH2:28][CH2:27][CH2:26][CH:25]=1.[OH2:34], predict the reaction product. The product is: [O:34]=[C:25]1[CH2:26][CH2:27][CH2:28][C:24]1=[CH:29][C:3]1[C:11]2[C:6](=[CH:7][CH:8]=[C:9]([C:12]#[N:13])[CH:10]=2)[N:5]([S:14]([C:17]2[CH:18]=[CH:19][C:20]([CH3:23])=[CH:21][CH:22]=2)(=[O:15])=[O:16])[CH:4]=1. (5) Given the reactants C1CCN2C(=NCCC2)CC1.[CH3:12][CH:13]([O:15][C:16]1[CH:23]=[CH:22][C:21]([C:24]2[S:25][C:26]([N:29]3[C:37]([CH3:38])=[C:32]4[CH2:33][NH:34][CH2:35][CH2:36][C:31]4=[N:30]3)=[N:27][N:28]=2)=[CH:20][C:17]=1[C:18]#[N:19])[CH3:14].[C:39]([O:43][C:44]([CH3:47])([CH3:46])[CH3:45])(=[O:42])[CH:40]=[CH2:41], predict the reaction product. The product is: [C:18]([C:17]1[CH:20]=[C:21]([C:24]2[S:25][C:26]([N:29]3[C:37]([CH3:38])=[C:32]4[CH2:33][N:34]([CH2:41][CH2:40][C:39]([O:43][C:44]([CH3:47])([CH3:46])[CH3:45])=[O:42])[CH2:35][CH2:36][C:31]4=[N:30]3)=[N:27][N:28]=2)[CH:22]=[CH:23][C:16]=1[O:15][CH:13]([CH3:12])[CH3:14])#[N:19]. (6) Given the reactants [Br:1][C:2]1[CH:3]=[C:4]([CH:8]=[CH:9][C:10]=1[Cl:11])[C:5]([OH:7])=[O:6].Cl.O1CCO[CH2:15][CH2:14]1, predict the reaction product. The product is: [CH2:14]([O:6][C:5](=[O:7])[C:4]1[CH:8]=[CH:9][C:10]([Cl:11])=[C:2]([Br:1])[CH:3]=1)[CH3:15]. (7) Given the reactants [C:1]([N:4]1[CH2:13][CH2:12][C:11]2[C:6](=[CH:7][C:8]([C:14]3[N:23]([S:24]([C:27]4[CH:32]=[CH:31][CH:30]=[CH:29][CH:28]=4)(=[O:26])=[O:25])[C:17]4=[N:18][CH:19]=[CH:20][C:21](Br)=[C:16]4[CH:15]=3)=[CH:9][CH:10]=2)[CH2:5]1)(=[O:3])[CH3:2].Br[C:34]1[C:35]([C:41]2[CH:46]=[CH:45][C:44]([NH:47][C:48](=[O:52])[N:49]([CH3:51])[CH3:50])=[CH:43][CH:42]=2)=[N:36][N:37]([CH2:39][CH3:40])[CH:38]=1, predict the reaction product. The product is: [C:1]([N:4]1[CH2:13][CH2:12][C:11]2[C:6](=[CH:7][C:8]([C:14]3[N:23]([S:24]([C:27]4[CH:32]=[CH:31][CH:30]=[CH:29][CH:28]=4)(=[O:26])=[O:25])[C:17]4=[N:18][CH:19]=[CH:20][C:21]([C:34]5[C:35]([C:41]6[CH:46]=[CH:45][C:44]([NH:47][C:48](=[O:52])[N:49]([CH3:51])[CH3:50])=[CH:43][CH:42]=6)=[N:36][N:37]([CH2:39][CH3:40])[CH:38]=5)=[C:16]4[CH:15]=3)=[CH:9][CH:10]=2)[CH2:5]1)(=[O:3])[CH3:2]. (8) Given the reactants Br[C:2]1[CH:3]=[CH:4][C:5]2[N:16]([CH2:17][C:18]3[C:26]4[C:21](=[CH:22][CH:23]=[CH:24][CH:25]=4)[N:20]([C:27]4[CH:32]=[CH:31][CH:30]=[CH:29][C:28]=4[C:33]#[N:34])[N:19]=3)[C:15](=[O:35])[C@@H:14]([NH:36][C:37](=[O:49])[C@@H:38]([N:40]([CH3:48])[C:41](=[O:47])[O:42][C:43]([CH3:46])([CH3:45])[CH3:44])[CH3:39])[C:8]3([CH2:13][CH2:12][O:11][CH2:10][CH2:9]3)[O:7][C:6]=2[CH:50]=1.[CH3:51][N:52](C=O)C, predict the reaction product. The product is: [C:51]([C:2]1[CH:3]=[CH:4][C:5]2[N:16]([CH2:17][C:18]3[C:26]4[C:21](=[CH:22][CH:23]=[CH:24][CH:25]=4)[N:20]([C:27]4[CH:32]=[CH:31][CH:30]=[CH:29][C:28]=4[C:33]#[N:34])[N:19]=3)[C:15](=[O:35])[C@@H:14]([NH:36][C:37](=[O:49])[C@@H:38]([N:40]([CH3:48])[C:41](=[O:47])[O:42][C:43]([CH3:46])([CH3:45])[CH3:44])[CH3:39])[C:8]3([CH2:9][CH2:10][O:11][CH2:12][CH2:13]3)[O:7][C:6]=2[CH:50]=1)#[N:52].